Dataset: Experimentally validated miRNA-target interactions with 360,000+ pairs, plus equal number of negative samples. Task: Binary Classification. Given a miRNA mature sequence and a target amino acid sequence, predict their likelihood of interaction. (1) The miRNA is hsa-miR-4498 with sequence UGGGCUGGCAGGGCAAGUGCUG. The protein sequence of the target gene is MGCKVLLNIGQQMLRRKVVDCSREETRLSRCLNTFDLVALGVGSTLGAGVYVLAGAVARENAGPAIVISFLIAALASVLAGLCYGEFGARVPKTGSAYLYSYVTVGELWAFITGWNLILSYIIGTSSVARAWSATFDELIGRPIGEFSRTHMTLNAPGVLAENPDIFAVIIILILTGLLTLGVKESAMVNKIFTCINVLVLGFIMVSGFVKGSVKNWQLTEEDFGNTSGRLCLNNDTKEGKPGVGGFMPFGFSGVLSGAATCFYAFVGFDCIATTGEEVKNPQKAIPVGIVASLLICFIA.... Result: 1 (interaction). (2) The protein sequence of the target gene is MTPASASGEDSGSFYSWQKAKREQGLVTFEDVAVDFTQEEWQYLNPPQRTLYRDVMLETYSNLVFVGQQVTKPNLILKLEVEECPAEGKIPFWNFPEVCQVDEQIERQHQDDQDKCLLMQVGFSDKKTIITKSARDCHEFGNILHLSTNLVASIQRPDKHESFGNNMVDNLDLFSRSSAENKYDNGCAKLFFHTEYEKTNPGMKPYGYKECGKGLRRKKGLSLHQRIKNGEKPFECTACRKTFSKKSHLIVHWRTHTGEKPFGCTECGKAFSQKSQLIIHLRTHTGERPFECPECGKAFR.... The miRNA is hsa-miR-3168 with sequence GAGUUCUACAGUCAGAC. Result: 0 (no interaction). (3) The miRNA is mmu-miR-6908-3p with sequence ACACUCUCCCUUGUGCUGGCAG. The protein sequence of the target gene is MGEKSENCGVPEDLLNGLKVTDTQEAECAGPPVPDPKNQHSQSKLLRDDEAHLQEDQGEEECFHDCSASFEEEPGADKVENKSNEDVNSSELDEEYLIELEKNMSDEEKQKRREESTRLKEEGNEQFKKGDYIEAESSYSRALEMCPSCFQKERSILFSNRAAARMKQDKKEMAINDCSKAIQLNPSYIRAILRRAELYEKTDKLDEALEDYKSILEKDPSIHQAREACMRLPKQIEERNERLKEEMLGKLKDLGNLVLRPFGLSTENFQIKQDSSTGSYSINFVQNPNNNR. Result: 0 (no interaction). (4) The miRNA is mmu-miR-342-3p with sequence UCUCACACAGAAAUCGCACCCGU. The protein sequence of the target gene is MELGNGKLPRTGLNSLNQAVHPTWGLAWTDGNRVVLTDLQLHSGEAKFGDSRVIGRFESVCGVCWAPVRTVRSPALLAIQHRKLVSVWQLCPSTAGASKWQASQTSEVRESLPILPRGCVWHPKDAVLTVLTAQGVSIFPNVHQDGSRVKVDVNTKGRVYCACWTLDGQRLVVAIDSNLHSYIWDSSQKSLHSCSFCPVFPVNCSIRSIEATGNSQVAIATELPLHKLCSLNASEALDGPPNGDDGSVHTRPVDEQVATMDMNSGVTVSPFSVPLDLTHIHFNPSQAEQSSLICLRKKDY.... Result: 1 (interaction). (5) The miRNA is mmu-miR-693-3p with sequence GCAGCUUUCAGAUGUGGCUGUAA. The protein sequence of the target gene is MQLQGLVFVFTIGILLSRVPTGTVSAVDPEVNMNVTEIIMRWGYPGEEHSVLTGDGYILSIHRIPRGRKNHFGKGPRPVVYLQHGLLADSSNWVTNIDNSSLGFLLADAGFDVWMGNSRGNTWSLKHKTLSVSQDEFWAFSFDEMAKYDLPASINYILNKTGQEQIYYVGHSQGCTIGFIAFSQMPELAKKIKMFLVLAPVLSLNFASGPLLQLGRLPDPLLKDMFGQKQFLPQSAMLKWLSIHVCTHVIMKELCANVFFLLCGFNEKNLNMSRVDVYTTHCPAGTSVQNMLHWGQVFKY.... Result: 0 (no interaction). (6) The miRNA is hsa-miR-648 with sequence AAGUGUGCAGGGCACUGGU. The protein sequence of the target gene is MNSVGEACTDMKREYDQCFNRWFAEKFLKGDSSGDPCTDLFKRYQQCVQKAIKEKEIPIEGLEFMGHGKEKPENSS. Result: 1 (interaction). (7) The miRNA is hsa-miR-320c with sequence AAAAGCUGGGUUGAGAGGGU. The protein sequence of the target gene is MQRRGAGLGWPRQQQQQPPPLAVGPRAAAMVPSGGVPQGLGGRSACALLLLCYLNVVPSLGRQTSLTTSVIPKAEQSVAYKDFIYFTVFEGNVRNVSEVSVEYLCSQPCVVNLEAVVSSEFRSSIPVYKKRWKNEKHLHTSRTQIVHVKFPSIMVYRDDYFIRHSISVSAVIVRAWITHKYSGRDWNVKWEENLLHAVAKNYTLLQTIPPFERPFKDHQVCLEWNMGYIWNLRANRIPQCPLENDVVALLGFPYASSGENTGIVKKFPRFRNRELEATRRQRMDYPVFTVSLWLYLLHYC.... Result: 0 (no interaction). (8) Result: 1 (interaction). The protein sequence of the target gene is MQTFLKGKRVGYWLSEKKIKKLNFQAFAELCRKRGMEVVQLNLSRPIEEQGPLDVIIHKLTDVILEADQNDSQSLELVHRFQEYIDAHPETIVLDPLPAIRTLLDRSKSYELIRKIEAYMEDDRICSPPFMELTSLCGDDTMRLLEKNGLTFPFICKTRVAHGTNSHEMAIVFNQEGLNAIQPPCVVQNFINHNAVLYKVFVVGESYTVVQRPSLKNFSAGTSDRESIFFNSHNVSKPESSSVLTELDKIEGVFERPSDEVIRELSRALRQALGVSLFGIDIIINNQTGQHAVIDINAFP.... The miRNA is hsa-miR-421 with sequence AUCAACAGACAUUAAUUGGGCGC.